From a dataset of Forward reaction prediction with 1.9M reactions from USPTO patents (1976-2016). Predict the product of the given reaction. (1) Given the reactants [Cl:1]C1C=C(N)C=C(Cl)C=1OC1C=[N:11]C2C(C=1)=CC=CC=2.Cl[C:22]1[CH:27]=[C:26](Cl)[CH:25]=[CH:24][C:23]=1[S:29](Cl)(=[O:31])=[O:30].Cl, predict the reaction product. The product is: [ClH:1].[C:23]1([S:29]([NH2:11])(=[O:31])=[O:30])[CH:24]=[CH:25][CH:26]=[CH:27][CH:22]=1. (2) Given the reactants [H-].[Al+3].[Li+].[H-].[H-].[H-].[CH3:7][C:8]1([CH3:16])[CH2:13][CH2:12][CH2:11][NH:10][CH:9]1[C:14]#[N:15].[OH-].[Na+].S([O-])([O-])(=O)=O.[Na+].[Na+], predict the reaction product. The product is: [CH3:7][C:8]1([CH3:16])[CH2:13][CH2:12][CH2:11][NH:10][CH:9]1[CH2:14][NH2:15]. (3) Given the reactants Br[C:2]1[CH:3]=[C:4]([C:14]([NH:16][CH2:17][C:18]2[C:19](=[O:26])[NH:20][C:21]([CH3:25])=[CH:22][C:23]=2[CH3:24])=[O:15])[C:5]2[CH:10]=[N:9][N:8]([CH:11]([CH3:13])[CH3:12])[C:6]=2[N:7]=1.[CH3:27][C:28]1(C)C(C)(C)OB(C=C)O1.C([O-])([O-])=O.[Na+].[Na+].CO.C(Cl)Cl, predict the reaction product. The product is: [CH3:24][C:23]1[CH:22]=[C:21]([CH3:25])[NH:20][C:19](=[O:26])[C:18]=1[CH2:17][NH:16][C:14]([C:4]1[C:5]2[CH:10]=[N:9][N:8]([CH:11]([CH3:13])[CH3:12])[C:6]=2[N:7]=[C:2]([CH:27]=[CH2:28])[CH:3]=1)=[O:15]. (4) Given the reactants [Li+].CC([N-]C(C)C)C.[F:9][C:10]1[CH:18]=[CH:17][C:16]([C:19]#[N:20])=[C:15]2[C:11]=1[CH:12]=[CH:13][N:14]2[S:21]([C:24]1[CH:30]=[CH:29][C:27]([CH3:28])=[CH:26][CH:25]=1)(=[O:23])=[O:22].[I:31]I.[O-]S([O-])(=S)=O.[Na+].[Na+], predict the reaction product. The product is: [F:9][C:10]1[CH:18]=[CH:17][C:16]([C:19]#[N:20])=[C:15]2[C:11]=1[CH:12]=[C:13]([I:31])[N:14]2[S:21]([C:24]1[CH:30]=[CH:29][C:27]([CH3:28])=[CH:26][CH:25]=1)(=[O:23])=[O:22]. (5) Given the reactants C[NH:2]C.[C:4](Cl)(=[O:12])[CH2:5][CH2:6][CH2:7][CH2:8][CH2:9][CH2:10][CH3:11], predict the reaction product. The product is: [C:4]([NH2:2])(=[O:12])[CH2:5][CH2:6][CH2:7][CH2:8][CH2:9][CH2:10][CH3:11]. (6) Given the reactants I[CH2:2][CH:3]1[CH2:7][CH2:6][CH2:5][CH2:4]1.CCOCC.[Mg].[CH3:14][N:15]([CH3:28])[C:16]1(C#N)[CH2:25][CH2:24][C:19]2([O:23][CH2:22][CH2:21][O:20]2)[CH2:18][CH2:17]1, predict the reaction product. The product is: [CH:3]1([CH2:2][C:16]2([N:15]([CH3:28])[CH3:14])[CH2:25][CH2:24][C:19]3([O:23][CH2:22][CH2:21][O:20]3)[CH2:18][CH2:17]2)[CH2:7][CH2:6][CH2:5][CH2:4]1. (7) Given the reactants [Cl:1][C:2]1[CH:10]=[C:9]2[C:5](/[C:6](=[CH:20]/[C:21]3[CH:26]=[C:25](F)[CH:24]=[C:23](F)[CH:22]=3)/[C:7](=[O:19])[N:8]2COCC[Si](C)(C)C)=[CH:4][CH:3]=1.[CH2:29]=[C:30]([CH:33]=[N:34][C:35]([O:37][Si](C)(C)C)=[CH2:36])[CH2:31][CH3:32].FC(F)(F)C(O)=O.C(N(C(C)C)CC)(C)C.[Cl:58]CCl, predict the reaction product. The product is: [Cl:1][C:2]1[CH:10]=[C:9]2[NH:8][C:7](=[O:19])[C:6]3([CH:20]([C:21]4[CH:22]=[CH:23][CH:24]=[C:25]([Cl:58])[CH:26]=4)[CH2:36][C:35](=[O:37])[NH:34][CH:33]3[C:30](=[CH2:29])[CH2:31][CH3:32])[C:5]2=[CH:4][CH:3]=1.